Dataset: Full USPTO retrosynthesis dataset with 1.9M reactions from patents (1976-2016). Task: Predict the reactants needed to synthesize the given product. (1) Given the product [F:8][C:9]1[CH:10]=[CH:11][C:12]2[C:13]3[C:14]4[C:26](=[O:27])[CH2:25][C:24]([CH3:28])([CH3:29])[CH2:23][C:15]=4[N:2]=[C:17]([CH3:22])[C:18]=3[NH:19][C:20]=2[CH:21]=1, predict the reactants needed to synthesize it. The reactants are: [OH-].[NH4+:2].Cl([O-])(=O)(=O)=O.[F:8][C:9]1[CH:10]=[CH:11][C:12]2[C:13]3[C:14]4[C:26](=[O:27])[CH2:25][C:24]([CH3:29])([CH3:28])[CH2:23][C:15]=4[O+]=[C:17]([CH3:22])[C:18]=3[NH:19][C:20]=2[CH:21]=1.O. (2) Given the product [Cl:1][C:2]1[CH:3]=[CH:4][C:5]([S:8][C:9]2[C:17]3[C:12](=[N:13][CH:14]=[CH:15][CH:16]=3)[NH:11][C:10]=2[C:18]([NH:21][C@H:22]2[CH2:27][CH2:26][C@H:25]([OH:28])[CH2:24][CH2:23]2)=[O:20])=[CH:6][CH:7]=1, predict the reactants needed to synthesize it. The reactants are: [Cl:1][C:2]1[CH:7]=[CH:6][C:5]([S:8][C:9]2[C:17]3[C:12](=[N:13][CH:14]=[CH:15][CH:16]=3)[NH:11][C:10]=2[C:18]([OH:20])=O)=[CH:4][CH:3]=1.[NH2:21][C@H:22]1[CH2:27][CH2:26][C@H:25]([OH:28])[CH2:24][CH2:23]1.C(N(CC)C(C)C)(C)C.C1C=NC2N(O)N=NC=2C=1.C(Cl)CCl. (3) Given the product [Br:6][C:7]1[CH:8]=[C:9]([CH:14]=[C:15]([CH:17]=[CH2:1])[CH:16]=1)[C:10]([O:12][CH3:13])=[O:11], predict the reactants needed to synthesize it. The reactants are: [CH2:1]([Li])CCC.[Br:6][C:7]1[CH:8]=[C:9]([CH:14]=[C:15]([CH:17]=O)[CH:16]=1)[C:10]([O:12][CH3:13])=[O:11]. (4) Given the product [C:15]([O:19][C:20](=[O:26])[NH:21][CH2:22][C@H:23]([OH:24])[CH2:25][NH:1][C:2]1[CH:3]=[C:4]2[C:8](=[CH:9][CH:10]=1)[N:7]([CH:11]([CH3:12])[CH3:13])[C:6](=[O:14])[CH2:5]2)([CH3:17])([CH3:16])[CH3:18], predict the reactants needed to synthesize it. The reactants are: [NH2:1][C:2]1[CH:3]=[C:4]2[C:8](=[CH:9][CH:10]=1)[N:7]([CH:11]([CH3:13])[CH3:12])[C:6](=[O:14])[CH2:5]2.[C:15]([O:19][C:20](=[O:26])[NH:21][CH2:22][C@H:23]1[CH2:25][O:24]1)([CH3:18])([CH3:17])[CH3:16].FC(F)(F)S([O-])(=O)=O.[Li+]. (5) Given the product [CH3:27][C:21]1[CH:20]=[CH:19][C:18]2[C:23](=[CH:24][CH:25]=[CH:26][C:17]=2[NH:16][CH:15]2[C:9]3[C:8](=[CH:13][CH:12]=[CH:11][CH:10]=3)[C:5]([CH3:6])([CH3:7])[CH2:4][C:3]2([C:2]([F:1])([F:28])[F:29])[OH:14])[N:22]=1, predict the reactants needed to synthesize it. The reactants are: [F:1][C:2]([F:29])([F:28])[C:3]([CH:15]=[N:16][C:17]1[CH:26]=[CH:25][CH:24]=[C:23]2[C:18]=1[CH:19]=[CH:20][C:21]([CH3:27])=[N:22]2)([OH:14])[CH2:4][C:5]([C:8]1[CH:13]=[CH:12][CH:11]=[CH:10][CH:9]=1)([CH3:7])[CH3:6].C([O-])(O)=O.[Na+]. (6) Given the product [O:27]=[S:26]1(=[O:28])[CH2:25][CH2:24][CH2:23][CH2:22][N:1]1[C:2]1[CH:10]=[C:9]([C:11]([OH:13])=[O:12])[CH:8]=[C:7]2[C:3]=1[CH:4]=[CH:5][NH:6]2, predict the reactants needed to synthesize it. The reactants are: [NH2:1][C:2]1[CH:10]=[C:9]([C:11]([O:13]C)=[O:12])[CH:8]=[C:7]2[C:3]=1[CH:4]=[CH:5][NH:6]2.N1C=CC=CC=1.Cl[CH2:22][CH2:23][CH2:24][CH2:25][S:26](Cl)(=[O:28])=[O:27].CCN(CC)CC.[OH-].[Na+].